From a dataset of Catalyst prediction with 721,799 reactions and 888 catalyst types from USPTO. Predict which catalyst facilitates the given reaction. (1) Reactant: [NH2:1][C:2]1[C:7]([NH2:8])=[C:6]([NH:9][C:10]23[C:16]([CH3:18])([CH3:17])[C:13]([CH3:19])([CH2:14][CH2:15]2)[C:12](=[O:20])[CH2:11]3)[C:5]([Cl:21])=[CH:4][N:3]=1.[CH3:22][N:23]1[CH:27]=[C:26]([CH:28]=O)[CH:25]=[N:24]1.C([O-])(=O)C.[NH4+]. Product: [Cl:21][C:5]1[C:6]([NH:9][C:10]23[C:16]([CH3:17])([CH3:18])[C:13]([CH3:19])([CH2:14][CH2:15]2)[C:12](=[O:20])[CH2:11]3)=[C:7]2[N:8]=[C:28]([C:26]3[CH:25]=[N:24][N:23]([CH3:22])[CH:27]=3)[NH:1][C:2]2=[N:3][CH:4]=1. The catalyst class is: 14. (2) Reactant: [F:1][C:2]1[CH:3]=[C:4]([S:8]([C:11]2[CH:20]=[C:19]3[C:14]([CH2:15][CH2:16][C@H:17]([CH2:21][NH2:22])[O:18]3)=[CH:13][CH:12]=2)(=[O:10])=[O:9])[CH:5]=[CH:6][CH:7]=1.C(N(CC)CC)C.[CH3:30][S:31](Cl)(=[O:33])=[O:32]. Product: [F:1][C:2]1[CH:3]=[C:4]([S:8]([C:11]2[CH:20]=[C:19]3[C:14]([CH2:15][CH2:16][C@H:17]([CH2:21][NH:22][S:31]([CH3:30])(=[O:33])=[O:32])[O:18]3)=[CH:13][CH:12]=2)(=[O:10])=[O:9])[CH:5]=[CH:6][CH:7]=1. The catalyst class is: 2. (3) Reactant: C=O.[CH:3]1([C@H:7]([NH:9][C:10]2[N:18]=[C:17]([C:19]([O:21][CH3:22])=[O:20])[N:16]=[C:15]3[C:11]=2[N:12]([CH2:29][C:30]2[CH:35]=[CH:34][C:33]([C:36]([F:39])([F:38])[F:37])=[CH:32][CH:31]=2)[C:13]([CH:23]2[CH2:28][CH2:27][CH2:26][CH2:25][NH:24]2)=[N:14]3)[CH3:8])[CH2:6][CH2:5][CH2:4]1.[CH3:40]C(O)=O.[BH3-]C#N.[Na+]. Product: [CH:3]1([C@H:7]([NH:9][C:10]2[N:18]=[C:17]([C:19]([O:21][CH3:22])=[O:20])[N:16]=[C:15]3[C:11]=2[N:12]([CH2:29][C:30]2[CH:31]=[CH:32][C:33]([C:36]([F:38])([F:37])[F:39])=[CH:34][CH:35]=2)[C:13]([CH:23]2[CH2:28][CH2:27][CH2:26][CH2:25][N:24]2[CH3:40])=[N:14]3)[CH3:8])[CH2:6][CH2:5][CH2:4]1. The catalyst class is: 10. (4) Reactant: [F:1][C:2]([F:24])([F:23])[O:3][C:4]1[CH:9]=[CH:8][C:7]([N:10]2[CH:14]=[N:13][C:12]([C:15]3[CH:22]=[CH:21][C:18]([CH:19]=O)=[CH:17][CH:16]=3)=[N:11]2)=[CH:6][CH:5]=1.[CH:25]1([C:30]2[CH:35]=[CH:34][CH:33]=[CH:32][C:31]=2[NH:36][C:37]([NH:39][NH2:40])=[S:38])[CH2:29][CH2:28][CH2:27][CH2:26]1. Product: [CH:25]1([C:30]2[CH:35]=[CH:34][CH:33]=[CH:32][C:31]=2[NH:36][C:37]([NH:39]/[N:40]=[CH:19]/[C:18]2[CH:21]=[CH:22][C:15]([C:12]3[N:13]=[CH:14][N:10]([C:7]4[CH:8]=[CH:9][C:4]([O:3][C:2]([F:24])([F:23])[F:1])=[CH:5][CH:6]=4)[N:11]=3)=[CH:16][CH:17]=2)=[S:38])[CH2:26][CH2:27][CH2:28][CH2:29]1. The catalyst class is: 5. (5) Reactant: [CH3:1][N:2]([CH3:6])[CH2:3][CH2:4][NH2:5].[O:7]([CH2:26][CH2:27][NH:28][C:29]([C:31]1[S:32][C:33]2[C:39](=[O:40])[CH:38]=[C:37](OC)[C:36](=[O:43])[C:34]=2[N:35]=1)=[O:30])[CH2:8][CH2:9][NH:10][C:11]([C:13]1[S:14][C:15]2[C:21](=[O:22])[CH:20]=[C:19](OC)[C:18](=[O:25])[C:16]=2[N:17]=1)=[O:12].CO. Product: [O:7]([CH2:8][CH2:9][NH:10][C:11]([C:13]1[S:14][C:15]2[C:21](=[O:22])[CH:20]=[C:19]([NH:5][CH2:4][CH2:3][N:2]([CH3:6])[CH3:1])[C:18](=[O:25])[C:16]=2[N:17]=1)=[O:12])[CH2:26][CH2:27][NH:28][C:29]([C:31]1[S:32][C:33]2[C:39](=[O:40])[CH:38]=[C:37]([NH:5][CH2:4][CH2:3][N:2]([CH3:6])[CH3:1])[C:36](=[O:43])[C:34]=2[N:35]=1)=[O:30]. The catalyst class is: 412. (6) Reactant: [CH2:1]([O:3][C:4](=[O:31])[C:5]1[CH:10]=[CH:9][C:8](Br)=[CH:7][C:6]=1[CH2:12][N:13]([CH2:20][C:21]1[CH:26]=[C:25]([O:27][CH3:28])[CH:24]=[CH:23][C:22]=1[O:29][CH3:30])[CH2:14][C:15]([O:17][CH2:18][CH3:19])=[O:16])[CH3:2].[Cl:32][C:33]1[CH:38]=[C:37]([F:39])[CH:36]=[CH:35][C:34]=1[OH:40].C([O-])([O-])=O.[Cs+].[Cs+].CC(C)(C(=O)CC(=O)C(C)(C)C)C. Product: [CH2:1]([O:3][C:4](=[O:31])[C:5]1[CH:10]=[CH:9][C:8]([O:40][C:34]2[CH:35]=[CH:36][C:37]([F:39])=[CH:38][C:33]=2[Cl:32])=[CH:7][C:6]=1[CH2:12][N:13]([CH2:20][C:21]1[CH:26]=[C:25]([O:27][CH3:28])[CH:24]=[CH:23][C:22]=1[O:29][CH3:30])[CH2:14][C:15]([O:17][CH2:18][CH3:19])=[O:16])[CH3:2]. The catalyst class is: 37. (7) Reactant: [O:1]=[C:2]1[C:10](=[C:11]2[C:19]3[C:14](=[CH:15][CH:16]=[CH:17][CH:18]=3)[CH:13]([CH2:20][C:21]([OH:23])=[O:22])[O:12]2)[C:9]2[C:4](=[CH:5][CH:6]=[CH:7][CH:8]=2)[NH:3]1.C[O-].[Na+:26].CO.CCOC(C)=O. Product: [O:1]=[C:2]1[NH:3][C:4]2[C:9](/[C:10]/1=[C:11]1\[O:12][CH:13]([CH2:20][C:21]([O-:23])=[O:22])[C:14]3[CH:15]=[CH:16][CH:17]=[CH:18][C:19]\1=3)=[CH:8][CH:7]=[CH:6][CH:5]=2.[Na+:26]. The catalyst class is: 5.